From a dataset of Reaction yield outcomes from USPTO patents with 853,638 reactions. Predict the reaction yield, written as a fraction of the theoretical maximum amount of product (1.0 means a 100% yield; for example, 0.34 means a 34% yield). The reactants are [Br:1][C:2]1[CH:9]=[CH:8][C:5]([CH:6]=O)=[CH:4][N:3]=1.[NH2:10][CH2:11][CH2:12][CH2:13][OH:14].C(O)(=O)C.C(O[BH-](OC(=O)C)OC(=O)C)(=O)C.[Na+]. The catalyst is C(Cl)Cl.CCOC(C)=O. The product is [Br:1][C:2]1[N:3]=[CH:4][C:5]([CH2:6][NH:10][CH2:11][CH2:12][CH2:13][OH:14])=[CH:8][CH:9]=1. The yield is 0.550.